From a dataset of Full USPTO retrosynthesis dataset with 1.9M reactions from patents (1976-2016). Predict the reactants needed to synthesize the given product. Given the product [C:1]([O:6][C@@H:7]1[C@@H:15]([CH2:16][CH2:17][O:18][CH:36]=[O:37])[C:14](=[O:23])[O:13][CH2:12][C@H:11]([NH:24][C:25]([O:27][C:28]([CH3:31])([CH3:30])[CH3:29])=[O:26])[C:10](=[O:32])[O:9][C@H:8]1[CH3:33])(=[O:5])[CH:2]([CH3:4])[CH3:3], predict the reactants needed to synthesize it. The reactants are: [C:1]([O:6][C@@H:7]1[C@@H:15]([CH2:16][CH2:17][O:18]S(C)(=O)=O)[C:14](=[O:23])[O:13][CH2:12][C@H:11]([NH:24][C:25]([O:27][C:28]([CH3:31])([CH3:30])[CH3:29])=[O:26])[C:10](=[O:32])[O:9][C@H:8]1[CH3:33])(=[O:5])[CH:2]([CH3:4])[CH3:3].[Na+].[I-].[C:36]([O-])(O)=[O:37].[Na+].CCOC(C)=O.